Dataset: Catalyst prediction with 721,799 reactions and 888 catalyst types from USPTO. Task: Predict which catalyst facilitates the given reaction. (1) Reactant: [NH2:1][C:2]1[CH:20]=[CH:19][CH:18]=[CH:17][C:3]=1[C:4]([NH:6][CH2:7][CH2:8][CH2:9][CH2:10][CH2:11][CH2:12][CH2:13][C:14]([OH:16])=[O:15])=[O:5].C[Si](Cl)(C)C.C(N(CC)CC)C.C([O:36][C:37]1[C:38](=[CH:42][CH:43]=[CH:44][CH:45]=1)[C:39](Cl)=[O:40])(=O)C.[OH-].[Na+].Cl. Product: [OH:36][C:37]1[CH:45]=[CH:44][CH:43]=[CH:42][C:38]=1[C:39]([NH:1][C:2]1[CH:20]=[CH:19][CH:18]=[CH:17][C:3]=1[C:4]([NH:6][CH2:7][CH2:8][CH2:9][CH2:10][CH2:11][CH2:12][CH2:13][C:14]([OH:16])=[O:15])=[O:5])=[O:40]. The catalyst class is: 2. (2) Reactant: C([O:8][C:9]1[CH:18]=[C:17]2[C:12]([C:13]([NH:19][C:20]3[C:25]([F:26])=[CH:24][C:23]([Cl:27])=[CH:22][C:21]=3[F:28])=[N:14][CH:15]=[N:16]2)=[CH:11][C:10]=1[O:29][CH3:30])C1C=CC=CC=1. Product: [Cl:27][C:23]1[CH:22]=[C:21]([F:28])[C:20]([NH:19][C:13]2[C:12]3[C:17](=[CH:18][C:9]([OH:8])=[C:10]([O:29][CH3:30])[CH:11]=3)[N:16]=[CH:15][N:14]=2)=[C:25]([F:26])[CH:24]=1. The catalyst class is: 67. (3) Reactant: [C:1]([O:4][CH:5]1[CH2:16][CH2:15][CH2:14][CH2:13][CH2:12][CH2:11][CH:10]([OH:17])[CH2:9][CH2:8][CH2:7][CH2:6]1)(=[O:3])[CH3:2].[C:18]([O:21][CH:22]1[CH:27]([N:28]([CH3:30])[CH3:29])[CH2:26][CH:25]([CH3:31])[O:24][CH:23]1F)(=[O:20])[CH3:19].B(F)(F)F.CCOCC. Product: [C:1]([O:4][CH:5]1[CH2:16][CH2:15][CH2:14][CH2:13][CH2:12][CH2:11][CH:10]([O:17][C@H:23]2[C@H:22]([O:21][C:18](=[O:20])[CH3:19])[C@@H:27]([N:28]([CH3:29])[CH3:30])[CH2:26][C@@H:25]([CH3:31])[O:24]2)[CH2:9][CH2:8][CH2:7][CH2:6]1)(=[O:3])[CH3:2]. The catalyst class is: 13. (4) Reactant: [CH:1]1[C:13]2[CH:12]([CH2:14][O:15][C:16]([NH:18][CH2:19][CH2:20][C:21]([NH:23][C:24]3[CH:29]=[C:28](/[CH:30]=[CH:31]/[C:32]([O-:34])=[O:33])[CH:27]=[CH:26][C:25]=3/[CH:35]=[CH:36]/[C:37]([O:39]C(C)(C)C)=[O:38])=[O:22])=[O:17])[C:11]3[C:6](=[CH:7][CH:8]=[CH:9][CH:10]=3)[C:5]=2[CH:4]=[CH:3][CH:2]=1.C(O)(C(F)(F)F)=O.C(OCC)(=O)C. Product: [CH:1]1[C:13]2[CH:12]([CH2:14][O:15][C:16]([NH:18][CH2:19][CH2:20][C:21]([NH:23][C:24]3[CH:29]=[C:28](/[CH:30]=[CH:31]/[C:32]([OH:34])=[O:33])[CH:27]=[CH:26][C:25]=3/[CH:35]=[CH:36]/[C:37]([OH:39])=[O:38])=[O:22])=[O:17])[C:11]3[C:6](=[CH:7][CH:8]=[CH:9][CH:10]=3)[C:5]=2[CH:4]=[CH:3][CH:2]=1. The catalyst class is: 2. (5) Reactant: [C:1]([O:5][C:6]([N:8]1[CH2:13][CH2:12][O:11][C:10]2[CH:14]=[CH:15][CH:16]=[N:17][C:9]1=2)=[O:7])([CH3:4])([CH3:3])[CH3:2].[Br:18]Br. Product: [C:1]([O:5][C:6]([N:8]1[CH2:13][CH2:12][O:11][C:10]2[CH:14]=[C:15]([Br:18])[CH:16]=[N:17][C:9]1=2)=[O:7])([CH3:4])([CH3:2])[CH3:3]. The catalyst class is: 5. (6) Reactant: [OH:1][C@H:2]([C:13]1[CH:22]=[CH:21][C:16]2[C:17](=[O:20])[O:18][CH2:19][C:15]=2[C:14]=1[CH3:23])[CH2:3][N:4]1[CH2:9][CH2:8][CH:7]([CH2:10][NH:11][CH3:12])[CH2:6][CH2:5]1.Cl[C:25]1[N:30]=[CH:29][C:28]([C:31]#[N:32])=[CH:27][CH:26]=1.CCN(C(C)C)C(C)C. Product: [OH:1][C@H:2]([C:13]1[CH:22]=[CH:21][C:16]2[C:17](=[O:20])[O:18][CH2:19][C:15]=2[C:14]=1[CH3:23])[CH2:3][N:4]1[CH2:9][CH2:8][CH:7]([CH2:10][N:11]([CH3:12])[C:25]2[N:30]=[CH:29][C:28]([C:31]#[N:32])=[CH:27][CH:26]=2)[CH2:6][CH2:5]1. The catalyst class is: 3. (7) Reactant: [NH2:1][C:2]1[CH:7]=[CH:6][C:5]([C:8]2[O:9][C:10]([C:13]3[CH:18]=[CH:17][C:16]([NH2:19])=[CH:15][CH:14]=3)=[N:11][N:12]=2)=[CH:4][CH:3]=1.[S:20](O[S:20]([C:23]([F:26])([F:25])[F:24])(=[O:22])=[O:21])([C:23]([F:26])([F:25])[F:24])(=[O:22])=[O:21]. Product: [F:24][C:23]([F:26])([F:25])[S:20]([NH:19][C:16]1[CH:17]=[CH:18][C:13]([C:10]2[O:9][C:8]([C:5]3[CH:4]=[CH:3][C:2]([NH:1][S:20]([C:23]([F:24])([F:25])[F:26])(=[O:21])=[O:22])=[CH:7][CH:6]=3)=[N:12][N:11]=2)=[CH:14][CH:15]=1)(=[O:22])=[O:21]. The catalyst class is: 143. (8) Reactant: [CH3:1][O:2][C:3]1[CH:12]=[C:11]2[C:6]([C:7]([O:13][C:14]3[CH:19]=[CH:18][C:17]([NH2:20])=[CH:16][CH:15]=3)=[CH:8][CH:9]=[N:10]2)=[N:5][CH:4]=1.[N:21]1([C:28]2[C:37]3[C:32](=[CH:33][CH:34]=[CH:35][CH:36]=3)[C:31](Cl)=[N:30][N:29]=2)[CH2:27][CH2:26][CH2:25][CH2:24][CH2:23][CH2:22]1.C(O)(C(F)(F)F)=O. Product: [N:21]1([C:28]2[C:37]3[C:32](=[CH:33][CH:34]=[CH:35][CH:36]=3)[C:31]([NH:20][C:17]3[CH:18]=[CH:19][C:14]([O:13][C:7]4[C:6]5[C:11](=[CH:12][C:3]([O:2][CH3:1])=[CH:4][N:5]=5)[N:10]=[CH:9][CH:8]=4)=[CH:15][CH:16]=3)=[N:30][N:29]=2)[CH2:22][CH2:23][CH2:24][CH2:25][CH2:26][CH2:27]1. The catalyst class is: 25.